Dataset: Full USPTO retrosynthesis dataset with 1.9M reactions from patents (1976-2016). Task: Predict the reactants needed to synthesize the given product. (1) Given the product [N:17]1[CH:18]=[CH:19][N:20]=[CH:21][C:16]=1[NH:15][C:13](=[O:14])[NH:12][C:6]1[C:5]2[C:10](=[CH:11][C:2]([N:26]3[CH2:27][C@@H:22]4[CH2:28][C@H:25]3[CH2:24][N:23]4[C:29]([O:31][C:32]([CH3:35])([CH3:34])[CH3:33])=[O:30])=[CH:3][CH:4]=2)[N:9]=[CH:8][CH:7]=1, predict the reactants needed to synthesize it. The reactants are: Br[C:2]1[CH:11]=[C:10]2[C:5]([C:6]([NH:12][C:13]([NH:15][C:16]3[CH:21]=[N:20][CH:19]=[CH:18][N:17]=3)=[O:14])=[CH:7][CH:8]=[N:9]2)=[CH:4][CH:3]=1.[C@H:22]12[CH2:28][C@H:25]([NH:26][CH2:27]1)[CH2:24][N:23]2[C:29]([O:31][C:32]([CH3:35])([CH3:34])[CH3:33])=[O:30]. (2) Given the product [OH:30][C@@H:16]1[CH2:15][C@H:14]([OH:31])[C@H:13]([CH2:12]/[CH:11]=[CH:10]\[CH2:9][CH2:8][CH2:7][C:5]([O:4][CH3:2])=[O:6])[C@H:17]1[CH2:18][CH2:19][C@@H:20]([OH:29])[CH2:21][CH2:22][C:23]1[CH:24]=[CH:25][CH:26]=[CH:27][CH:28]=1, predict the reactants needed to synthesize it. The reactants are: C[CH:2]([O:4][C:5]([CH2:7][CH2:8][CH2:9]/[CH:10]=[CH:11]\[CH2:12][C@@H:13]1[C@@H:17]([CH2:18][CH2:19][C@@H:20]([OH:29])[CH2:21][CH2:22][C:23]2[CH:28]=[CH:27][CH:26]=[CH:25][CH:24]=2)[C@H:16]([OH:30])[CH2:15][C@@H:14]1[OH:31])=[O:6])C.